This data is from Forward reaction prediction with 1.9M reactions from USPTO patents (1976-2016). The task is: Predict the product of the given reaction. (1) Given the reactants [C:1]([O:5][C:6](=[O:21])[NH:7][C:8]1[C:13]([C:14](=[O:19])[C:15]([F:18])([F:17])[F:16])=[CH:12][CH:11]=[C:10](Cl)[N:9]=1)([CH3:4])([CH3:3])[CH3:2].[C:22]([NH:29][CH2:30][CH2:31][NH2:32])([O:24][C:25]([CH3:28])([CH3:27])[CH3:26])=[O:23].C(N(CC)C(C)C)(C)C, predict the reaction product. The product is: [C:1]([O:5][C:6](=[O:21])[NH:7][C:8]1[C:13]([C:14](=[O:19])[C:15]([F:18])([F:17])[F:16])=[CH:12][CH:11]=[C:10]([NH:32][CH2:31][CH2:30][NH:29][C:22]([O:24][C:25]([CH3:28])([CH3:27])[CH3:26])=[O:23])[N:9]=1)([CH3:4])([CH3:3])[CH3:2]. (2) The product is: [ClH:1].[Cl:1][C:2]1[CH:3]=[CH:4][C:5]([O:26][CH2:27][CH:28]([CH3:30])[CH3:29])=[C:6]([CH2:8][N:9]2[C:13]([CH3:14])=[CH:12][C:11]([NH:15][C:16](=[O:25])[C:17]3[CH:22]=[CH:21][C:20]([CH2:23][N:40]4[CH2:39][CH2:38][NH:37][C:36](=[O:35])[CH2:41]4)=[CH:19][CH:18]=3)=[N:10]2)[CH:7]=1. Given the reactants [Cl:1][C:2]1[CH:3]=[CH:4][C:5]([O:26][CH2:27][CH:28]([CH3:30])[CH3:29])=[C:6]([CH2:8][N:9]2[C:13]([CH3:14])=[CH:12][C:11]([NH:15][C:16](=[O:25])[C:17]3[CH:22]=[CH:21][C:20]([CH:23]=O)=[CH:19][CH:18]=3)=[N:10]2)[CH:7]=1.C(O)(=O)C.[O:35]=[C:36]1[CH2:41][NH:40][CH2:39][CH2:38][NH:37]1.C(O[BH-](OC(=O)C)OC(=O)C)(=O)C.[Na+], predict the reaction product. (3) Given the reactants [C:1]([C:3]1[CH:8]=[CH:7][C:6]([NH:9][C:10]2[N:15]=[C:14]([NH:16][CH2:17][CH2:18][CH3:19])[C:13]([C:20]([OH:22])=O)=[CH:12][N:11]=2)=[CH:5][CH:4]=1)#[N:2].[C:23]([NH:30][CH2:31][CH2:32][CH2:33][NH2:34])([O:25][C:26]([CH3:29])([CH3:28])[CH3:27])=[O:24].Cl.C(N=C=NCCCN(C)C)C.O.ON1C2C=CC=CC=2N=N1.C(=O)([O-])O.[Na+], predict the reaction product. The product is: [C:1]([C:3]1[CH:4]=[CH:5][C:6]([NH:9][C:10]2[N:15]=[C:14]([NH:16][CH2:17][CH2:18][CH3:19])[C:13]([C:20]([NH:34][CH2:33][CH2:32][CH2:31][NH:30][C:23](=[O:24])[O:25][C:26]([CH3:28])([CH3:27])[CH3:29])=[O:22])=[CH:12][N:11]=2)=[CH:7][CH:8]=1)#[N:2]. (4) Given the reactants [F:1][C:2]1[C:3]([O:24][CH3:25])=[C:4]([NH:9][N:10]=C(C2C=CC=CC=2)C2C=CC=CC=2)[CH:5]=[C:6]([F:8])[CH:7]=1.[ClH:26], predict the reaction product. The product is: [ClH:26].[F:1][C:2]1[C:3]([O:24][CH3:25])=[C:4]([NH:9][NH2:10])[CH:5]=[C:6]([F:8])[CH:7]=1. (5) Given the reactants [CH3:1][S:2][C:3]1[N:8]=[C:7]([N:9]2[C:17]3[C:12](=[CH:13][CH:14]=[C:15]([C:18]4[CH:23]=[CH:22][CH:21]=[C:20]([N+:24]([O-:26])=[O:25])[CH:19]=4)[CH:16]=3)[CH:11]=[CH:10]2)[CH:6]=[CH:5][N:4]=1.ClC1C=C(C=CC=1)C(OO)=[O:32].C(=O)(O)[O-].[Na+], predict the reaction product. The product is: [CH3:1][S:2]([C:3]1[N:8]=[C:7]([N:9]2[C:17]3[C:12](=[CH:13][CH:14]=[C:15]([C:18]4[CH:23]=[CH:22][CH:21]=[C:20]([N+:24]([O-:26])=[O:25])[CH:19]=4)[CH:16]=3)[CH:11]=[CH:10]2)[CH:6]=[CH:5][N:4]=1)=[O:32]. (6) Given the reactants [C:1]([OH:5])(=[O:4])[CH:2]=[CH2:3].CS(O)(=O)=O.CO[C:13]1[CH:18]=[CH:17][C:16](O)=[CH:15][CH:14]=1, predict the reaction product. The product is: [C:1]([O:5][CH:13]1[CH2:18][CH2:17][CH2:16][CH2:15][CH2:14]1)(=[O:4])[CH:2]=[CH2:3]. (7) Given the reactants Br[C:2]1[CH:3]=[CH:4][C:5]([F:20])=[C:6]([C@:8]2([CH3:19])[CH2:13][C@@H:12]([C:14]([F:17])([F:16])[F:15])[O:11][C:10]([NH2:18])=[N:9]2)[CH:7]=1.O=C1O[C@H]([C@H](CO)O)C([O-])=C1O.[Na+].[N-:34]=[N+]=[N-].[Na+].CN[C@@H]1CCCC[C@H]1NC.[NH4+].[Cl-].[OH-].[NH4+].CP(C)C, predict the reaction product. The product is: [NH2:34][C:2]1[CH:3]=[CH:4][C:5]([F:20])=[C:6]([C@:8]2([CH3:19])[CH2:13][C@@H:12]([C:14]([F:17])([F:16])[F:15])[O:11][C:10]([NH2:18])=[N:9]2)[CH:7]=1.